Predict the product of the given reaction. From a dataset of Forward reaction prediction with 1.9M reactions from USPTO patents (1976-2016). (1) Given the reactants CC1[C:6]2[CH:7]=[C:8]3[C:13]4([C:21]5[C:16](=[CH:17][CH:18]=[CH:19][CH:20]=5)[NH:15][C:14]4=[O:22])[CH2:12][O:11][C:9]3=[CH:10][C:5]=2[O:4]N=1.[C:23]([O:27][C:28](=[O:38])[NH:29][C:30]1[CH:35]=[CH:34][C:33]([CH2:36]Br)=[CH:32][N:31]=1)([CH3:26])([CH3:25])[CH3:24].Br[CH2:40][C:41]1[O:42]C(C(F)(F)F)=CC=1, predict the reaction product. The product is: [C:23]([O:27][C:28](=[O:38])[NH:29][C:30]1[CH:35]=[CH:34][C:33]([CH2:36][N:15]2[C:16]3[C:21](=[CH:20][CH:19]=[CH:18][CH:17]=3)[C:13]3([C:8]4[C:9](=[CH:10][C:5]5[O:4][CH2:40][CH2:41][O:42][C:6]=5[CH:7]=4)[O:11][CH2:12]3)[C:14]2=[O:22])=[CH:32][N:31]=1)([CH3:26])([CH3:25])[CH3:24]. (2) Given the reactants [CH3:1][C:2]1[N:3]=[C:4]([CH:8]([OH:10])[CH3:9])[S:5][C:6]=1[CH3:7].[Br:11][CH2:12][C:13]([C:15]1[CH:20]=[CH:19][CH:18]=[CH:17][CH:16]=1)=[O:14], predict the reaction product. The product is: [Br-:11].[CH3:1][C:2]1[N+:3]([CH2:12][C:13](=[O:14])[C:15]2[CH:20]=[CH:19][CH:18]=[CH:17][CH:16]=2)=[C:4]([CH:8]([OH:10])[CH3:9])[S:5][C:6]=1[CH3:7]. (3) Given the reactants [C:1]([C:5]1[CH:6]=[C:7]([NH:18][C:19](=[O:50])[NH:20][CH2:21][C:22]2[CH:48]=[C:47]([F:49])[CH:46]=[CH:45][C:23]=2[CH2:24][O:25][C:26]2[CH:31]=[C:30]([CH3:32])[N:29]([C:33]3[CH:34]=[C:35]([CH:39]=[CH:40][C:41]=3[CH3:42])[C:36]([OH:38])=O)[C:28](=[O:43])[C:27]=2[Cl:44])[N:8]([C:10]2[CH:15]=[CH:14][C:13]([OH:16])=[C:12]([Cl:17])[CH:11]=2)[N:9]=1)([CH3:4])([CH3:3])[CH3:2].CN.C1N=C[N:55](C(N2C=NC=C2)=O)[CH:54]=1, predict the reaction product. The product is: [C:1]([C:5]1[CH:6]=[C:7]([NH:18][C:19](=[O:50])[NH:20][CH2:21][C:22]2[CH:48]=[C:47]([F:49])[CH:46]=[CH:45][C:23]=2[CH2:24][O:25][C:26]2[CH:31]=[C:30]([CH3:32])[N:29]([C:33]3[CH:34]=[C:35]([CH:39]=[CH:40][C:41]=3[CH3:42])[C:36]([NH:55][CH3:54])=[O:38])[C:28](=[O:43])[C:27]=2[Cl:44])[N:8]([C:10]2[CH:15]=[CH:14][C:13]([OH:16])=[C:12]([Cl:17])[CH:11]=2)[N:9]=1)([CH3:4])([CH3:2])[CH3:3]. (4) The product is: [C:7]([N:15]1[C:21]2[CH:22]=[CH:23][CH:24]=[CH:25][C:20]=2[C@@:19]2([C:30]3[CH:35]=[CH:34][CH:33]=[CH:32][CH:31]=3)[C@H:26]([O:29][C:40]3[N:45]=[C:44]([CH3:46])[CH:43]=[C:42]([CH3:47])[N:41]=3)[C:27](=[O:28])[N:18]2[CH2:17][CH2:16]1)(=[O:14])[C:8]1[CH:9]=[CH:10][CH:11]=[CH:12][CH:13]=1. Given the reactants C([O-])([O-])=O.[K+].[K+].[C:7]([N:15]1[C:21]2[CH:22]=[CH:23][CH:24]=[CH:25][C:20]=2[C@@:19]2([C:30]3[CH:35]=[CH:34][CH:33]=[CH:32][CH:31]=3)[C@H:26]([OH:29])[C:27](=[O:28])[N:18]2[CH2:17][CH2:16]1)(=[O:14])[C:8]1[CH:13]=[CH:12][CH:11]=[CH:10][CH:9]=1.CS([C:40]1[N:45]=[C:44]([CH3:46])[CH:43]=[C:42]([CH3:47])[N:41]=1)(=O)=O, predict the reaction product. (5) Given the reactants Cl.[CH3:2][C:3]1[N:4]([CH2:17][CH2:18][CH2:19][C:20]2([CH3:25])OCC[O:21]2)[C:5]2[C:14]3[CH:13]=[CH:12][CH:11]=[CH:10][C:9]=3[N:8]=[C:7]([NH2:15])[C:6]=2[N:16]=1.C(=O)([O-])[O-].[K+].[K+], predict the reaction product. The product is: [NH2:15][C:7]1[C:6]2[N:16]=[C:3]([CH3:2])[N:4]([CH2:17][CH2:18][CH2:19][C:20](=[O:21])[CH3:25])[C:5]=2[C:14]2[CH:13]=[CH:12][CH:11]=[CH:10][C:9]=2[N:8]=1. (6) Given the reactants [CH3:1][C:2]([C@@H:4]1[C@@:8]2([CH3:23])[CH2:9][CH2:10][C@@H:11]3[C@@:16]4([CH3:22])[CH2:17][CH2:18][C@H:19]([OH:21])[CH2:20][C:15]4=[CH:14][CH2:13][C@H:12]3[C@@H:7]2[CH2:6][CH2:5]1)=[O:3], predict the reaction product. The product is: [OH:21][C@H:19]1[CH2:18][CH2:17][C@@:16]2([CH3:22])[C@@H:15]([CH2:14][CH2:13][C@@H:12]3[C@@H:11]2[CH2:10][CH2:9][C@@:8]2([CH3:23])[C@H:7]3[CH2:6][CH2:5][C@@H:4]2[C:2](=[O:3])[CH3:1])[CH2:20]1. (7) Given the reactants [Cl:1][C:2]1[CH:7]=[CH:6][C:5]([C:8](=O)[CH2:9][C:10]2[CH:15]=[CH:14][C:13]([Cl:16])=[CH:12][CH:11]=2)=[CH:4][CH:3]=1.C([O:20][C:21]([C:23]1[CH:24]=[N:25][N:26]([C:29]2[CH:34]=[CH:33][CH:32]=[CH:31][CH:30]=2)[C:27]=1[NH2:28])=O)C.CCOC(C)=O, predict the reaction product. The product is: [Cl:1][C:2]1[CH:7]=[CH:6][C:5]([C:8]2[C:9]([C:10]3[CH:15]=[CH:14][C:13]([Cl:16])=[CH:12][CH:11]=3)=[N:28][C:27]3[N:26]([C:29]4[CH:34]=[CH:33][CH:32]=[CH:31][CH:30]=4)[N:25]=[CH:24][C:23]=3[C:21]=2[OH:20])=[CH:4][CH:3]=1. (8) The product is: [CH3:2][C:3]1[NH:28][C:23]2[CH:22]=[C:21]([N:15]3[C@@H:14]([C:8]4[CH:9]=[CH:10][CH:11]=[CH:12][CH:13]=4)[CH2:18][O:17][C:16]3=[O:19])[CH:26]=[CH:25][C:24]=2[N:27]=1. Given the reactants F[C:2](F)(F)[C:3]([O-])=O.[C:8]1([C@H:14]2[CH2:18][O:17][C:16](=[O:19])[NH:15]2)[CH:13]=[CH:12][CH:11]=[CH:10][CH:9]=1.I[C:21]1[CH:22]=[C:23]([NH2:28])[C:24]([NH2:27])=[CH:25][CH:26]=1.[F-].[Cs+].C1(N)CCCCC1N, predict the reaction product. (9) Given the reactants I[CH2:2][C@H:3]([NH:14][C:15]([O:17][CH2:18][C:19]1[CH:24]=[CH:23][CH:22]=[CH:21][CH:20]=1)=[O:16])[CH2:4][CH2:5][NH:6][C:7](=[O:13])[O:8][C:9]([CH3:12])([CH3:11])[CH3:10].CCC(C)[BH-](C(C)CC)C(C)CC.[Na+], predict the reaction product. The product is: [CH2:5]([NH:6][C:7](=[O:13])[O:8][C:9]([CH3:12])([CH3:11])[CH3:10])[CH2:4][CH:3]([NH:14][C:15](=[O:16])[O:17][CH2:18][C:19]1[CH:24]=[CH:23][CH:22]=[CH:21][CH:20]=1)[CH3:2]. (10) Given the reactants [NH2:1][C:2]1[C:3]([NH:13][CH2:14][CH2:15][CH2:16][OH:17])=[C:4]([CH:9]=[CH:10][C:11]=1[Cl:12])[C:5]([O:7][CH3:8])=[O:6].[Cl:18][C:19]1[CH:24]=[C:23]([Cl:25])[CH:22]=[C:21]([CH3:26])[C:20]=1[N:27]=[C:28]=[S:29], predict the reaction product. The product is: [Cl:12][C:11]1[CH:10]=[CH:9][C:4]([C:5]([O:7][CH3:8])=[O:6])=[C:3]([NH:13][CH2:14][CH2:15][CH2:16][OH:17])[C:2]=1[NH:1][C:28](=[S:29])[NH:27][C:20]1[C:21]([CH3:26])=[CH:22][C:23]([Cl:25])=[CH:24][C:19]=1[Cl:18].